Dataset: Full USPTO retrosynthesis dataset with 1.9M reactions from patents (1976-2016). Task: Predict the reactants needed to synthesize the given product. (1) The reactants are: Cl[C:2]1[C:7]([CH3:8])=[CH:6][N:5]=[C:4]([S:9][CH3:10])[N:3]=1.[N:11]1[CH:16]=[CH:15][CH:14]=[C:13](B(O)O)[CH:12]=1.C([O-])([O-])=O.[Na+].[Na+].C1C=CC(P(C2C=CC=CC=2)C2C=CC=CC=2)=CC=1. Given the product [CH3:8][C:7]1[C:2]([C:13]2[CH:12]=[N:11][CH:16]=[CH:15][CH:14]=2)=[N:3][C:4]([S:9][CH3:10])=[N:5][CH:6]=1, predict the reactants needed to synthesize it. (2) Given the product [Cl:1][C:2]1[CH:7]=[CH:6][C:5]([C:8]2[N:13]=[C:12]([C:14]([O:16][CH2:17][CH3:25])=[O:15])[C:11]3[C:18]([CH3:21])=[CH:19][NH:20][C:10]=3[CH:9]=2)=[C:4]([F:22])[C:3]=1[O:23][CH3:24], predict the reactants needed to synthesize it. The reactants are: [Cl:1][C:2]1[CH:7]=[CH:6][C:5]([C:8]2[N:13]=[C:12]([C:14]([O:16][CH3:17])=[O:15])[C:11]3[C:18]([CH3:21])=[CH:19][NH:20][C:10]=3[CH:9]=2)=[C:4]([F:22])[C:3]=1[O:23][CH3:24].[CH2:25](O)C.C(OCC)(=O)C.O. (3) Given the product [Cl:1][C:2]1[CH:3]=[C:4]([C:18]2[CH2:23][CH2:22][CH:21]([C:24]([O:26][CH2:27][CH3:28])=[O:25])[CH2:20][CH:19]=2)[CH:5]=[CH:6][C:7]=1[F:8], predict the reactants needed to synthesize it. The reactants are: [Cl:1][C:2]1[CH:3]=[C:4](B(O)O)[CH:5]=[CH:6][C:7]=1[F:8].FC(F)(F)S(O[C:18]1[CH2:23][CH2:22][CH:21]([C:24]([O:26][CH2:27][CH3:28])=[O:25])[CH2:20][CH:19]=1)(=O)=O.C([O-])([O-])=O.[Na+].[Na+].CCO. (4) Given the product [Cl:1][C:2]1[CH:7]=[CH:6][C:5]([C@H:8]2[C@@H:12]([C:13]3[CH:14]=[CH:15][C:16]([Cl:19])=[CH:17][CH:18]=3)[N:11]([C:20]([N:41]3[CH2:40][CH2:39][N:38]([CH2:37][C:36]([N:35]([O:34][CH3:33])[CH3:45])=[O:44])[CH2:43][CH2:42]3)=[O:21])[C:10]([C:23]3[S:24][CH:25]=[CH:26][C:27]=3[O:28][CH2:29][CH3:30])=[N:9]2)=[CH:4][CH:3]=1, predict the reactants needed to synthesize it. The reactants are: [Cl:1][C:2]1[CH:7]=[CH:6][C:5]([C@H:8]2[C@@H:12]([C:13]3[CH:18]=[CH:17][C:16]([Cl:19])=[CH:15][CH:14]=3)[N:11]([C:20](Cl)=[O:21])[C:10]([C:23]3[S:24][CH:25]=[CH:26][C:27]=3[O:28][CH2:29][CH3:30])=[N:9]2)=[CH:4][CH:3]=1.Cl.Cl.[CH3:33][O:34][N:35]([CH3:45])[C:36](=[O:44])[CH2:37][N:38]1[CH2:43][CH2:42][NH:41][CH2:40][CH2:39]1. (5) Given the product [CH:18]1([CH2:17][O:7][C:5]2[CH:6]=[C:1]([OH:9])[CH:2]=[C:3]([OH:8])[CH:4]=2)[CH2:20][CH2:19]1, predict the reactants needed to synthesize it. The reactants are: [C:1]1([OH:9])[CH:6]=[C:5]([OH:7])[CH:4]=[C:3]([OH:8])[CH:2]=1.C(=O)([O-])[O-].[K+].[K+].Br[CH2:17][CH:18]1[CH2:20][CH2:19]1. (6) Given the product [C:8]([O:27][CH2:28][CH2:29][N:30]([C:59](=[O:60])[CH2:58][CH2:57][CH2:56][N:55]([CH3:62])[CH3:54])[CH2:31][CH2:32][O:33][C:34](=[O:52])[CH2:35][CH2:36][CH2:37][CH2:38][CH2:39][CH2:40][CH2:41]/[CH:42]=[CH:43]\[CH2:44][CH2:45][CH2:46][CH2:47][CH2:48][CH2:49][CH2:50][CH3:51])(=[O:26])[CH2:9][CH2:10][CH2:11][CH2:12][CH2:13][CH2:14][CH2:15]/[CH:16]=[CH:17]\[CH2:18][CH2:19][CH2:20][CH2:21][CH2:22][CH2:23][CH2:24][CH3:25], predict the reactants needed to synthesize it. The reactants are: OC(C(F)(F)F)=O.[C:8]([O:27][CH2:28][CH2:29][NH:30][CH2:31][CH2:32][O:33][C:34](=[O:52])[CH2:35][CH2:36][CH2:37][CH2:38][CH2:39][CH2:40][CH2:41]/[CH:42]=[CH:43]\[CH2:44][CH2:45][CH2:46][CH2:47][CH2:48][CH2:49][CH2:50][CH3:51])(=[O:26])[CH2:9][CH2:10][CH2:11][CH2:12][CH2:13][CH2:14][CH2:15]/[CH:16]=[CH:17]\[CH2:18][CH2:19][CH2:20][CH2:21][CH2:22][CH2:23][CH2:24][CH3:25].Cl.[CH3:54][N:55]([CH3:62])[CH2:56][CH2:57][CH2:58][C:59](O)=[O:60].CN(C(ON1N=NC2C=CC=NC1=2)=[N+](C)C)C.F[P-](F)(F)(F)(F)F.CCN(C(C)C)C(C)C.